The task is: Predict the reactants needed to synthesize the given product.. This data is from Full USPTO retrosynthesis dataset with 1.9M reactions from patents (1976-2016). (1) Given the product [N+:25]([C:21]1[CH:22]=[CH:23][C:18]2[NH:17][C:16](=[O:24])[O:15][CH:14]([CH:12]=[CH2:13])[C:19]=2[CH:20]=1)([O-:27])=[O:26], predict the reactants needed to synthesize it. The reactants are: C(OC(=O)C)(=O)C.C(O)(=O)C.[CH:12]([CH:14]1[C:19]2[CH:20]=[CH:21][CH:22]=[CH:23][C:18]=2[NH:17][C:16](=[O:24])[O:15]1)=[CH2:13].[N+:25]([O-])([OH:27])=[O:26]. (2) Given the product [C:1]1([C:7]2[S:8][CH:9]=[C:10]([C:12]3[CH:13]=[CH:14][C:15]([CH2:18][CH2:19][NH2:20])=[CH:16][CH:17]=3)[N:11]=2)[CH:2]=[CH:3][CH:4]=[CH:5][CH:6]=1, predict the reactants needed to synthesize it. The reactants are: [C:1]1([C:7]2[S:8][CH:9]=[C:10]([C:12]3[CH:17]=[CH:16][C:15]([CH2:18][CH2:19][NH:20]C(=O)C)=[CH:14][CH:13]=3)[N:11]=2)[CH:6]=[CH:5][CH:4]=[CH:3][CH:2]=1.[OH-].[Na+]. (3) Given the product [N:1]1([C:6]2[CH:11]=[CH:10][C:9]([C:18]3[N:23]=[N:22][C:21]([N:24]([CH3:35])[CH:25]4[CH2:30][C:29]([CH3:31])([CH3:32])[NH:28][C:27]([CH3:34])([CH3:33])[CH2:26]4)=[CH:20][CH:19]=3)=[C:8]([O:15][CH3:16])[CH:7]=2)[CH:5]=[CH:4][N:3]=[CH:2]1, predict the reactants needed to synthesize it. The reactants are: [N:1]1([C:6]2[CH:11]=[CH:10][C:9](B(O)O)=[C:8]([O:15][CH3:16])[CH:7]=2)[CH:5]=[CH:4][N:3]=[CH:2]1.Cl[C:18]1[N:23]=[N:22][C:21]([N:24]([CH3:35])[CH:25]2[CH2:30][C:29]([CH3:32])([CH3:31])[NH:28][C:27]([CH3:34])([CH3:33])[CH2:26]2)=[CH:20][CH:19]=1.P([O-])([O-])([O-])=O.[K+].[K+].[K+].COC1C=CC=C(OC)C=1C1C=CC=CC=1P(C1CCCCC1)C1CCCCC1. (4) Given the product [NH2:1][C:2]1([CH2:13][OH:14])[CH2:5][N:4]([C:6]([O:8][C:9]([CH3:10])([CH3:11])[CH3:12])=[O:7])[CH2:3]1, predict the reactants needed to synthesize it. The reactants are: [NH2:1][C:2]1([C:13](OCC)=[O:14])[CH2:5][N:4]([C:6]([O:8][C:9]([CH3:12])([CH3:11])[CH3:10])=[O:7])[CH2:3]1.[Li+].[BH4-]. (5) Given the product [Br:1][C:2]1[C:3]([CH2:10][CH3:11])=[C:4]([C:5](=[NH:6])[NH:18][OH:19])[CH:7]=[CH:8][CH:9]=1, predict the reactants needed to synthesize it. The reactants are: [Br:1][C:2]1[C:3]([CH2:10][CH3:11])=[C:4]([CH:7]=[CH:8][CH:9]=1)[C:5]#[N:6].C(=O)(O)[O-].[Na+].Cl.[NH2:18][OH:19]. (6) Given the product [NH2:20][C:4]1[CH:3]=[C:2]([CH3:1])[CH:7]=[CH:6][C:5]=1[S:8][CH2:9][C:10]1[CH:19]=[CH:18][CH:17]=[CH:16][C:11]=1[C:12]([O:14][CH3:15])=[O:13], predict the reactants needed to synthesize it. The reactants are: [CH3:1][C:2]1[CH:7]=[CH:6][C:5]([S:8][CH2:9][C:10]2[CH:19]=[CH:18][CH:17]=[CH:16][C:11]=2[C:12]([O:14][CH3:15])=[O:13])=[C:4]([N+:20]([O-])=O)[CH:3]=1.[NH4+].[Cl-].